This data is from Reaction yield outcomes from USPTO patents with 853,638 reactions. The task is: Predict the reaction yield, written as a fraction of the theoretical maximum amount of product (1.0 means a 100% yield; for example, 0.34 means a 34% yield). (1) The reactants are [Cl:1][C:2]1[CH:8]=[CH:7][C:6]([N+:9]([O-:11])=[O:10])=[CH:5][C:3]=1N.S(=O)(=O)(O)O.N([O-])=O.[Na+].[I-:21].[K+]. The catalyst is O. The product is [Cl:1][C:2]1[CH:8]=[CH:7][C:6]([N+:9]([O-:11])=[O:10])=[CH:5][C:3]=1[I:21]. The yield is 0.730. (2) The reactants are O(C1C=CC(CCCCN)=CC=1)CCOCCOC.[O:20]([C:34]1[CH:39]=[CH:38][C:37]([CH:40](C(OCC2C=CC=CC=2)=O)[CH2:41][CH2:42][CH2:43][NH2:44])=[CH:36][CH:35]=1)[CH2:21][CH2:22][O:23][CH2:24][CH2:25][O:26][CH2:27][CH2:28][O:29][CH2:30][CH2:31][O:32][CH3:33]. No catalyst specified. The product is [O:20]([C:34]1[CH:39]=[CH:38][C:37]([CH2:40][CH2:41][CH2:42][CH2:43][NH2:44])=[CH:36][CH:35]=1)[CH2:21][CH2:22][O:23][CH2:24][CH2:25][O:26][CH2:27][CH2:28][O:29][CH2:30][CH2:31][O:32][CH3:33]. The yield is 0.950. (3) The reactants are [Cl:1][C:2]1[N:10]([CH2:11][CH:12]=[CH2:13])[C:9]2[C:8](=[O:14])[NH:7][C:6](=[O:15])[NH:5][C:4]=2[N:3]=1.C(=O)(O)[O-].[Na+].Br[CH2:22][CH2:23][CH2:24][CH2:25][F:26]. The catalyst is CS(C)=O.CO. The product is [Cl:1][C:2]1[N:10]([CH2:11][CH:12]=[CH2:13])[C:9]2[C:8](=[O:14])[NH:7][C:6](=[O:15])[N:5]([CH2:22][CH2:23][CH2:24][CH2:25][F:26])[C:4]=2[N:3]=1. The yield is 0.600. (4) The reactants are [C:1]1([C:7]2[N:8]=[N:9][CH:10]=[C:11]([C:21]3[CH:26]=[CH:25][CH:24]=[CH:23][CH:22]=3)[C:12]=2[C:13]2[O:14][CH:15]=[C:16]([CH:18](O)[CH3:19])[N:17]=2)[CH:6]=[CH:5][CH:4]=[CH:3][CH:2]=1. The catalyst is C1(C)C=CC=CC=1. The product is [C:1]1([C:7]2[N:8]=[N:9][CH:10]=[C:11]([C:21]3[CH:22]=[CH:23][CH:24]=[CH:25][CH:26]=3)[C:12]=2[C:13]2[O:14][CH:15]=[C:16]([CH:18]=[CH2:19])[N:17]=2)[CH:6]=[CH:5][CH:4]=[CH:3][CH:2]=1. The yield is 0.890.